The task is: Predict which catalyst facilitates the given reaction.. This data is from Catalyst prediction with 721,799 reactions and 888 catalyst types from USPTO. (1) Reactant: [N:1]1[CH:6]=[CH:5][CH:4]=[CH:3][C:2]=1[CH2:7][CH2:8][NH:9][C:10]([NH2:12])=[S:11].Br[CH2:14][C:15](=O)[C:16]([OH:18])=[O:17]. Product: [N:1]1[CH:6]=[CH:5][CH:4]=[CH:3][C:2]=1[CH2:7][CH2:8][NH:9][C:10]1[S:11][CH:14]=[C:15]([C:16]([OH:18])=[O:17])[N:12]=1. The catalyst class is: 5. (2) Reactant: [Cl:1][C:2]1[CH:7]=[CH:6][CH:5]=[CH:4][C:3]=1[C:8]1[C:12]([C:13]([OH:15])=O)=[C:11]([CH3:16])[O:10][N:9]=1.C(Cl)(=O)C(Cl)=O.C(N(CC)CC)C.[Cl:30][C:31]1[CH:36]=[C:35]([N+:37]([O-:39])=[O:38])[CH:34]=[CH:33][C:32]=1[N:40]1[CH2:45][CH2:44][NH:43][CH2:42][CH2:41]1. Product: [Cl:30][C:31]1[CH:36]=[C:35]([N+:37]([O-:39])=[O:38])[CH:34]=[CH:33][C:32]=1[N:40]1[CH2:45][CH2:44][N:43]([C:13]([C:12]2[C:8]([C:3]3[CH:4]=[CH:5][CH:6]=[CH:7][C:2]=3[Cl:1])=[N:9][O:10][C:11]=2[CH3:16])=[O:15])[CH2:42][CH2:41]1. The catalyst class is: 59. (3) Reactant: [Br:1][C:2]1[CH:6]=[C:5]([C:7]([O:9]CC)=[O:8])[O:4][N:3]=1.[OH-].[Na+].Cl. Product: [Br:1][C:2]1[CH:6]=[C:5]([C:7]([OH:9])=[O:8])[O:4][N:3]=1. The catalyst class is: 24. (4) Reactant: O[CH2:2][C:3]1[CH:20]=[CH:19][C:6]2[CH2:7][CH2:8][N:9]([C:12]([O:14][C:15]([CH3:18])([CH3:17])[CH3:16])=[O:13])[CH2:10][CH2:11][C:5]=2[CH:4]=1.C1(P(C2C=CC=CC=2)C2C=CC=CC=2)C=CC=CC=1.[Br:40]NC(=O)CCC(N)=O. Product: [Br:40][CH2:2][C:3]1[CH:20]=[CH:19][C:6]2[CH2:7][CH2:8][N:9]([C:12]([O:14][C:15]([CH3:18])([CH3:17])[CH3:16])=[O:13])[CH2:10][CH2:11][C:5]=2[CH:4]=1. The catalyst class is: 4.